Dataset: Catalyst prediction with 721,799 reactions and 888 catalyst types from USPTO. Task: Predict which catalyst facilitates the given reaction. Reactant: [Br:1][C:2]1[CH:3]=[C:4]2[C:12](=[C:13]([C:15](=[O:17])[NH2:16])[CH:14]=1)[NH:11][C:10]1[CH2:9][CH:8]([C:18]([O:20][CH2:21][CH3:22])=[O:19])[CH2:7][CH2:6][C:5]2=1.ClC1C(=O)C(C#N)=C(C#N)C(=O)C=1Cl. Product: [Br:1][C:2]1[CH:3]=[C:4]2[C:12](=[C:13]([C:15](=[O:17])[NH2:16])[CH:14]=1)[NH:11][C:10]1[CH:9]=[C:8]([C:18]([O:20][CH2:21][CH3:22])=[O:19])[CH:7]=[CH:6][C:5]2=1. The catalyst class is: 11.